Dataset: Catalyst prediction with 721,799 reactions and 888 catalyst types from USPTO. Task: Predict which catalyst facilitates the given reaction. Reactant: [C:1]1([C:20]2[CH:25]=[CH:24][CH:23]=[CH:22][CH:21]=2)[CH:6]=[CH:5][C:4]([CH2:7][CH:8]2[C:15]3[CH:14]=[C:13]([C:16]([O:18]C)=[O:17])[NH:12][C:11]=3[CH2:10][CH2:9]2)=[CH:3][CH:2]=1.O.[OH-].[Li+].CO. The catalyst class is: 1. Product: [C:1]1([C:20]2[CH:25]=[CH:24][CH:23]=[CH:22][CH:21]=2)[CH:2]=[CH:3][C:4]([CH2:7][CH:8]2[C:15]3[CH:14]=[C:13]([C:16]([OH:18])=[O:17])[NH:12][C:11]=3[CH2:10][CH2:9]2)=[CH:5][CH:6]=1.